From a dataset of Full USPTO retrosynthesis dataset with 1.9M reactions from patents (1976-2016). Predict the reactants needed to synthesize the given product. Given the product [C:1]1([CH:7]([CH2:22][C:23]([O:25][CH3:26])=[O:24])[C:8]([O:10][C:1]([CH3:7])([CH3:6])[CH3:2])=[O:9])[CH:6]=[CH:5][CH:4]=[CH:3][CH:2]=1, predict the reactants needed to synthesize it. The reactants are: [C:1]1([CH2:7][C:8]([OH:10])=[O:9])[CH:6]=[CH:5][CH:4]=[CH:3][CH:2]=1.[Li+].C[Si]([N-][Si](C)(C)C)(C)C.Br[CH2:22][C:23]([O:25][C:26](C)(C)C)=[O:24].